This data is from Forward reaction prediction with 1.9M reactions from USPTO patents (1976-2016). The task is: Predict the product of the given reaction. (1) The product is: [Cl:1][C:2]1[C:7]([F:8])=[CH:6][C:5]([NH:9][S:16]([C:15]2[S:11][C:12]3[CH:23]=[CH:22][CH:21]=[CH:20][C:13]=3[CH:14]=2)(=[O:18])=[O:17])=[C:4]([NH:10][S:16]([C:15]2[S:11][C:12]3[CH:23]=[CH:22][CH:21]=[CH:20][C:13]=3[CH:14]=2)(=[O:17])=[O:18])[CH:3]=1. Given the reactants [Cl:1][C:2]1[CH:3]=[C:4]([NH2:10])[C:5]([NH2:9])=[CH:6][C:7]=1[F:8].[S:11]1[C:15]([S:16](Cl)(=[O:18])=[O:17])=[CH:14][C:13]2[CH:20]=[CH:21][CH:22]=[CH:23][C:12]1=2, predict the reaction product. (2) Given the reactants [F:1][C:2]1[CH:3]=[C:4]([S:9]([OH:11])=[O:10])[CH:5]=[CH:6][C:7]=1[F:8].[CH2:12](N(CC)CC)[CH3:13].ICC, predict the reaction product. The product is: [CH2:12]([S:9]([C:4]1[CH:5]=[CH:6][C:7]([F:8])=[C:2]([F:1])[CH:3]=1)(=[O:11])=[O:10])[CH3:13].